Dataset: Catalyst prediction with 721,799 reactions and 888 catalyst types from USPTO. Task: Predict which catalyst facilitates the given reaction. (1) Reactant: [ClH:1].[N:2]1([CH:11]([C:17]2[CH:22]=[CH:21][CH:20]=[CH:19][CH:18]=2)[CH:12]([OH:16])[CH2:13][NH:14][CH3:15])[C:10]2[C:5](=[CH:6][CH:7]=[CH:8][CH:9]=2)[CH:4]=[CH:3]1. Product: [ClH:1].[N:2]1([C@@H:11]([C:17]2[CH:22]=[CH:21][CH:20]=[CH:19][CH:18]=2)[C@H:12]([OH:16])[CH2:13][NH:14][CH3:15])[C:10]2[C:5](=[CH:6][CH:7]=[CH:8][CH:9]=2)[CH:4]=[CH:3]1. The catalyst class is: 5. (2) Reactant: [C:1]([C:3]1[CH:4]=[N:5][CH:6]=[CH:7][CH:8]=1)#[N:2].[OH2:9]. Product: [CH:7]1[CH:6]=[N:5][CH:4]=[C:3]([C:1]([NH2:2])=[O:9])[CH:8]=1. The catalyst class is: 8. (3) Reactant: [CH3:1][S:2]([C:5]1[N:10]=[CH:9][C:8]([O:11][C:12]2[CH:13]=[C:14]3[C:18](=[C:19]([O:21][CH:22]4[CH2:27][CH2:26][O:25][CH2:24][CH2:23]4)[CH:20]=2)[NH:17][C:16]([C:28]([NH2:30])=O)=[CH:15]3)=[CH:7][CH:6]=1)(=[O:4])=[O:3].COC1C=CC(P2(SP(C3C=CC(OC)=CC=3)(=S)S2)=[S:40])=CC=1.C(OCC)(=O)C.CCCCCC. Product: [CH3:1][S:2]([C:5]1[N:10]=[CH:9][C:8]([O:11][C:12]2[CH:13]=[C:14]3[C:18](=[C:19]([O:21][CH:22]4[CH2:27][CH2:26][O:25][CH2:24][CH2:23]4)[CH:20]=2)[NH:17][C:16]([C:28](=[S:40])[NH2:30])=[CH:15]3)=[CH:7][CH:6]=1)(=[O:4])=[O:3]. The catalyst class is: 7. (4) Reactant: Cl[C:2]1[N:7]=[CH:6][C:5]([C:8]2[CH:13]=[CH:12][N:11]=[C:10]([NH:14][C:15]3[CH:16]=[C:17]([NH:22][C:23](=[O:34])[C:24]4[CH:29]=[CH:28][CH:27]=[C:26]([C:30]([F:33])([F:32])[F:31])[CH:25]=4)[CH:18]=[CH:19][C:20]=3[CH3:21])[N:9]=2)=[CH:4][CH:3]=1.[NH:35]1[CH2:40][CH2:39][S:38][CH2:37][CH2:36]1. Product: [CH3:21][C:20]1[CH:19]=[CH:18][C:17]([NH:22][C:23](=[O:34])[C:24]2[CH:29]=[CH:28][CH:27]=[C:26]([C:30]([F:32])([F:31])[F:33])[CH:25]=2)=[CH:16][C:15]=1[NH:14][C:10]1[N:9]=[C:8]([C:5]2[CH:6]=[N:7][C:2]([N:35]3[CH2:40][CH2:39][S:38][CH2:37][CH2:36]3)=[CH:3][CH:4]=2)[CH:13]=[CH:12][N:11]=1. The catalyst class is: 6. (5) Reactant: [Cl:1][C:2]1[CH:7]=[CH:6][C:5]([C:8]2[N:9]=[C:10]3[CH:15]=[CH:14][CH:13]=[CH:12][N:11]3[C:16]=2[CH2:17][C:18]2[N:23]=[CH:22][N:21]=[C:20](O)[CH:19]=2)=[CH:4][CH:3]=1.O=P(Cl)(Cl)[Cl:27]. Product: [Cl:1][C:2]1[CH:7]=[CH:6][C:5]([C:8]2[N:9]=[C:10]3[CH:15]=[CH:14][CH:13]=[CH:12][N:11]3[C:16]=2[CH2:17][C:18]2[CH:19]=[C:20]([Cl:27])[N:21]=[CH:22][N:23]=2)=[CH:4][CH:3]=1. The catalyst class is: 290. (6) Reactant: [C:1]1([CH2:7][CH2:8][SH:9])[CH:6]=[CH:5][CH:4]=[CH:3][CH:2]=1.[C:10]1([CH2:16][CH2:17][CH:18](OS(C(F)(F)F)(=O)=O)[C:19]([O:21][CH2:22][CH3:23])=[O:20])[CH:15]=[CH:14][CH:13]=[CH:12][CH:11]=1.CCN(C(C)C)C(C)C.O. Product: [C:10]1([CH2:16][CH2:17][CH:18]([S:9][CH2:8][CH2:7][C:1]2[CH:6]=[CH:5][CH:4]=[CH:3][CH:2]=2)[C:19]([O:21][CH2:22][CH3:23])=[O:20])[CH:15]=[CH:14][CH:13]=[CH:12][CH:11]=1. The catalyst class is: 2. (7) Reactant: [C:1]([C:3]1[CH:4]=[C:5]([NH:9][S:10]([C:13]2[CH:18]=[CH:17][CH:16]=[CH:15][C:14]=2[N+:19]([O-:21])=[O:20])(=[O:12])=[O:11])[CH:6]=[CH:7][CH:8]=1)#[N:2].C(=O)([O-])[O-].[Cs+].[Cs+].Br[CH2:29][C:30]([O:32][C:33]([CH3:36])([CH3:35])[CH3:34])=[O:31].Cl. Product: [C:1]([C:3]1[CH:4]=[C:5]([N:9]([S:10]([C:13]2[CH:18]=[CH:17][CH:16]=[CH:15][C:14]=2[N+:19]([O-:21])=[O:20])(=[O:12])=[O:11])[CH2:29][C:30]([O:32][C:33]([CH3:36])([CH3:35])[CH3:34])=[O:31])[CH:6]=[CH:7][CH:8]=1)#[N:2]. The catalyst class is: 42.